From a dataset of Peptide-MHC class I binding affinity with 185,985 pairs from IEDB/IMGT. Regression. Given a peptide amino acid sequence and an MHC pseudo amino acid sequence, predict their binding affinity value. This is MHC class I binding data. (1) The peptide sequence is FSLSPVDEA. The MHC is H-2-Kb with pseudo-sequence H-2-Kb. The binding affinity (normalized) is 0.141. (2) The peptide sequence is SNVKELVFK. The MHC is HLA-A31:01 with pseudo-sequence HLA-A31:01. The binding affinity (normalized) is 0.449. (3) The peptide sequence is VQSKMSDVK. The MHC is HLA-A68:01 with pseudo-sequence HLA-A68:01. The binding affinity (normalized) is 0. (4) The peptide sequence is AEWDRVHPV. The MHC is HLA-B45:01 with pseudo-sequence HLA-B45:01. The binding affinity (normalized) is 0.843.